Dataset: Catalyst prediction with 721,799 reactions and 888 catalyst types from USPTO. Task: Predict which catalyst facilitates the given reaction. (1) Reactant: B([O-])[O-].Br[C:5]1[C:13]2[C:8](=[N:9][CH:10]=[C:11]([C:14]3[CH:19]=[CH:18][CH:17]=[CH:16][CH:15]=3)[CH:12]=2)[N:7]([S:20]([C:23]2[CH:28]=[CH:27][C:26]([CH3:29])=[CH:25][CH:24]=2)(=[O:22])=[O:21])[CH:6]=1.[F:30][C:31]1[CH:32]=[C:33](B(O)O)[CH:34]=[CH:35][C:36]=1[O:37][CH3:38].C(=O)([O-])[O-].[Na+].[Na+]. Product: [F:30][C:31]1[CH:32]=[C:33]([C:5]2[C:13]3[C:8](=[N:9][CH:10]=[C:11]([C:14]4[CH:19]=[CH:18][CH:17]=[CH:16][CH:15]=4)[CH:12]=3)[N:7]([S:20]([C:23]3[CH:28]=[CH:27][C:26]([CH3:29])=[CH:25][CH:24]=3)(=[O:22])=[O:21])[CH:6]=2)[CH:34]=[CH:35][C:36]=1[O:37][CH3:38]. The catalyst class is: 233. (2) Reactant: [C:1]([O:5][C:6]([N:8]([C:50]([O:52][C:53]([CH3:56])([CH3:55])[CH3:54])=[O:51])[C:9]1[C:18]2[C:13](=[CH:14][C:15]([NH:19][CH:20]([C:24]3[CH:29]=[CH:28][C:27]([CH2:30][CH2:31][N:32]([CH3:49])[C:33]([NH:35][C:36]4[CH:41]=[CH:40][C:39]([S:42]([CH2:45][CH3:46])(=[O:44])=[O:43])=[C:38]([C:47]#[N:48])[CH:37]=4)=[O:34])=[CH:26][CH:25]=3)[C:21]([OH:23])=[O:22])=[CH:16][CH:17]=2)[CH:12]=[CH:11][N:10]=1)=[O:7])([CH3:4])([CH3:3])[CH3:2]. Product: [NH2:48][CH2:47][C:38]1[CH:37]=[C:36]([NH:35][C:33](=[O:34])[N:32]([CH2:31][CH2:30][C:27]2[CH:28]=[CH:29][C:24]([CH:20]([NH:19][C:15]3[CH:14]=[C:13]4[C:18](=[CH:17][CH:16]=3)[C:9]([N:8]([C:6]([O:5][C:1]([CH3:4])([CH3:3])[CH3:2])=[O:7])[C:50]([O:52][C:53]([CH3:54])([CH3:55])[CH3:56])=[O:51])=[N:10][CH:11]=[CH:12]4)[C:21]([OH:23])=[O:22])=[CH:25][CH:26]=2)[CH3:49])[CH:41]=[CH:40][C:39]=1[S:42]([CH2:45][CH3:46])(=[O:44])=[O:43]. The catalyst class is: 94. (3) Reactant: [CH:1]1([C:5]2[N:13]3[C:8]([C:9]([NH2:14])=[N:10][CH:11]=[N:12]3)=[C:7](I)[N:6]=2)[CH2:4][CH2:3][CH2:2]1.[F:16][C:17]1[C:18](B2OC(C)(C)C(C)(C)C2)=[CH:19][CH:20]=[C:21]2[C:26]=1[N:25]=[C:24]([C:27]1[CH:32]=[CH:31][CH:30]=[CH:29][CH:28]=1)[CH:23]=[CH:22]2.C(=O)([O-])[O-].[Cs+].[Cs+].N#N.C(=O)(O)[O-].[Na+]. Product: [CH:1]1([C:5]2[N:13]3[C:8]([C:9]([NH2:14])=[N:10][CH:11]=[N:12]3)=[C:7]([C:18]3[C:17]([F:16])=[C:26]4[C:21]([CH:22]=[CH:23][C:24]([C:27]5[CH:28]=[CH:29][CH:30]=[CH:31][CH:32]=5)=[N:25]4)=[CH:20][CH:19]=3)[N:6]=2)[CH2:4][CH2:3][CH2:2]1. The catalyst class is: 437. (4) Reactant: [NH2:1][C:2]1[CH:3]=[C:4]([CH:20]=[CH:21][C:22]=1[O:23][CH:24]1[CH2:26][CH2:25]1)[C:5]([NH:7][C:8]1[CH:13]=[CH:12][C:11]([C:14]2[CH:19]=[CH:18][CH:17]=[CH:16][CH:15]=2)=[CH:10][CH:9]=1)=[O:6].[N:27]1([CH2:33][C:34](O)=[O:35])[CH2:32][CH2:31][O:30][CH2:29][CH2:28]1.C1CN([P+](ON2N=NC3C=CC=CC2=3)(N2CCCC2)N2CCCC2)CC1.F[P-](F)(F)(F)(F)F.C(N(C(C)C)C(C)C)C. Product: [C:11]1([C:14]2[CH:19]=[CH:18][CH:17]=[CH:16][CH:15]=2)[CH:10]=[CH:9][C:8]([NH:7][C:5](=[O:6])[C:4]2[CH:20]=[CH:21][C:22]([O:23][CH:24]3[CH2:25][CH2:26]3)=[C:2]([NH:1][C:34](=[O:35])[CH2:33][N:27]3[CH2:32][CH2:31][O:30][CH2:29][CH2:28]3)[CH:3]=2)=[CH:13][CH:12]=1. The catalyst class is: 18. (5) Reactant: [NH2:1][C:2]1[CH:3]=[C:4]2[C:9](=[CH:10][CH:11]=1)[CH:8]=[C:7]([C:12]([O:14][CH3:15])=[O:13])[CH:6]=[CH:5]2.[F:16][C:17]([F:26])([F:25])[CH:18]1[CH2:23][CH2:22][C:21](=O)[CH2:20][CH2:19]1.CC(O)=O.[BH-](OC(C)=O)(OC(C)=O)OC(C)=O.[Na+]. Product: [F:16][C:17]([F:26])([F:25])[C@@H:18]1[CH2:23][CH2:22][C@H:21]([NH:1][C:2]2[CH:3]=[C:4]3[C:9](=[CH:10][CH:11]=2)[CH:8]=[C:7]([C:12]([O:14][CH3:15])=[O:13])[CH:6]=[CH:5]3)[CH2:20][CH2:19]1.[F:16][C:17]([F:26])([F:25])[C@H:18]1[CH2:23][CH2:22][C@H:21]([NH:1][C:2]2[CH:3]=[C:4]3[C:9](=[CH:10][CH:11]=2)[CH:8]=[C:7]([C:12]([O:14][CH3:15])=[O:13])[CH:6]=[CH:5]3)[CH2:20][CH2:19]1. The catalyst class is: 325. (6) Reactant: [NH2:1][C@@H:2]([CH2:33][C:34]1[CH:39]=[CH:38][CH:37]=[CH:36][CH:35]=1)[C@@H:3]([OH:32])[CH2:4][C@@H:5]([NH:19][C:20]([C@@H:22]([NH:27][C:28](=[O:31])[O:29][CH3:30])[C:23]([CH3:26])([CH3:25])[CH3:24])=[O:21])[CH2:6][C:7]1[CH:12]=[CH:11][C:10]([C:13]2[CH:18]=[CH:17][CH:16]=[CH:15][N:14]=2)=[CH:9][CH:8]=1.[CH3:40][C:41]([CH3:63])([CH3:62])[C@H:42]([N:46]1[CH2:50][CH2:49][N:48]([CH2:51][C:52]2[CH:57]=[CH:56][CH:55]=[CH:54][C:53]=2[N+:58]([O-:60])=[O:59])[C:47]1=[O:61])[C:43](O)=[O:44].CCOP(ON1N=NC2C=CC=CC=2C1=O)(OCC)=O.C(N(CC)C(C)C)(C)C. Product: [CH3:40][C:41]([CH3:63])([CH3:62])[C@H:42]([N:46]1[CH2:50][CH2:49][N:48]([CH2:51][C:52]2[CH:57]=[CH:56][CH:55]=[CH:54][C:53]=2[N+:58]([O-:60])=[O:59])[C:47]1=[O:61])[C:43]([NH:1][C@@H:2]([CH2:33][C:34]1[CH:35]=[CH:36][CH:37]=[CH:38][CH:39]=1)[C@@H:3]([OH:32])[CH2:4][C@@H:5]([NH:19][C:20]([C@@H:22]([NH:27][C:28](=[O:31])[O:29][CH3:30])[C:23]([CH3:26])([CH3:25])[CH3:24])=[O:21])[CH2:6][C:7]1[CH:12]=[CH:11][C:10]([C:13]2[CH:18]=[CH:17][CH:16]=[CH:15][N:14]=2)=[CH:9][CH:8]=1)=[O:44]. The catalyst class is: 1. (7) Reactant: [CH2:1]([O:8][C:9]1[C:14]2[C:15]([NH:34][C:35]3[CH:40]=[CH:39][C:38]([F:41])=[CH:37][CH:36]=3)=[N:16][N:17]([C:18]3([CH2:31][C:32]#[N:33])[CH2:23][CH2:22][N:21](C(OC(C)(C)C)=O)[CH2:20][CH2:19]3)[C:13]=2[CH:12]=[CH:11][N:10]=1)[C:2]1[CH:7]=[CH:6][CH:5]=[CH:4][CH:3]=1.C(O)(C(F)(F)F)=O. Product: [CH2:1]([O:8][C:9]1[C:14]2[C:15]([NH:34][C:35]3[CH:36]=[CH:37][C:38]([F:41])=[CH:39][CH:40]=3)=[N:16][N:17]([C:18]3([CH2:31][C:32]#[N:33])[CH2:23][CH2:22][NH:21][CH2:20][CH2:19]3)[C:13]=2[CH:12]=[CH:11][N:10]=1)[C:2]1[CH:3]=[CH:4][CH:5]=[CH:6][CH:7]=1. The catalyst class is: 91. (8) Reactant: [Cl:1][C:2]1[CH:3]=[C:4]([CH2:8][N:9]2[CH:13]=[C:12](B3OC(C)(C)C(C)(C)O3)[CH:11]=[N:10]2)[CH:5]=[CH:6][CH:7]=1.[OH-:23].[Na+].OO.O.Cl. Product: [Cl:1][C:2]1[CH:3]=[C:4]([CH2:8][N:9]2[CH:13]=[C:12]([OH:23])[CH:11]=[N:10]2)[CH:5]=[CH:6][CH:7]=1. The catalyst class is: 1.